This data is from Merck oncology drug combination screen with 23,052 pairs across 39 cell lines. The task is: Regression. Given two drug SMILES strings and cell line genomic features, predict the synergy score measuring deviation from expected non-interaction effect. (1) Drug 1: CCN(CC)CCNC(=O)c1c(C)[nH]c(C=C2C(=O)Nc3ccc(F)cc32)c1C. Drug 2: NC1(c2ccc(-c3nc4ccn5c(=O)[nH]nc5c4cc3-c3ccccc3)cc2)CCC1. Cell line: MSTO. Synergy scores: synergy=-6.04. (2) Drug 2: CS(=O)(=O)CCNCc1ccc(-c2ccc3ncnc(Nc4ccc(OCc5cccc(F)c5)c(Cl)c4)c3c2)o1. Cell line: HT29. Synergy scores: synergy=-10.9. Drug 1: CCC1(O)CC2CN(CCc3c([nH]c4ccccc34)C(C(=O)OC)(c3cc4c(cc3OC)N(C)C3C(O)(C(=O)OC)C(OC(C)=O)C5(CC)C=CCN6CCC43C65)C2)C1. (3) Drug 1: CC1(c2nc3c(C(N)=O)cccc3[nH]2)CCCN1. Drug 2: COC1=C2CC(C)CC(OC)C(O)C(C)C=C(C)C(OC(N)=O)C(OC)C=CC=C(C)C(=O)NC(=CC1=O)C2=O. Cell line: T47D. Synergy scores: synergy=-27.3.